From a dataset of Catalyst prediction with 721,799 reactions and 888 catalyst types from USPTO. Predict which catalyst facilitates the given reaction. (1) Reactant: [Cl:1][C:2]1[CH:7]=[C:6]2[NH:8][C:9](=[O:43])[C:10]3([CH:15]([C:16]4[CH:21]=[C:20]([Cl:22])[CH:19]=[CH:18][C:17]=4[O:23][C:24]([C:31]([OH:33])=O)([CH2:28][CH2:29][CH3:30])[CH2:25][CH2:26][CH3:27])[CH2:14][C:13](=[O:34])[NH:12][CH:11]3[C:35]3[CH:40]=[C:39]([F:41])[CH:38]=[CH:37][C:36]=3[CH3:42])[C:5]2=[CH:4][CH:3]=1.C1N=CN(C(N2C=NC=C2)=O)C=1.[CH3:56][S:57]([NH2:60])(=[O:59])=[O:58].[H-].[Na+].Cl. Product: [Cl:1][C:2]1[CH:7]=[C:6]2[NH:8][C:9](=[O:43])[C:10]3([CH:15]([C:16]4[CH:21]=[C:20]([Cl:22])[CH:19]=[CH:18][C:17]=4[O:23][C:24]([C:31]([NH:60][S:57]([CH3:56])(=[O:59])=[O:58])=[O:33])([CH2:25][CH2:26][CH3:27])[CH2:28][CH2:29][CH3:30])[CH2:14][C:13](=[O:34])[NH:12][CH:11]3[C:35]3[CH:40]=[C:39]([F:41])[CH:38]=[CH:37][C:36]=3[CH3:42])[C:5]2=[CH:4][CH:3]=1. The catalyst class is: 18. (2) Reactant: [CH2:1]([C:4]#[N:5])[C:2]#[N:3].C(O)C.Cl.N[C:11]1[CH:16]=[CH:15][CH:14]=[CH:13][C:12]=1[SH:17]. Product: [S:17]1[C:12]2[CH:13]=[CH:14][CH:15]=[CH:16][C:11]=2[N:3]=[C:2]1[CH2:1][C:4]#[N:5]. The catalyst class is: 22. (3) Reactant: [CH3:1][Si:2]([CH3:13])([CH3:12])[C:3]#[C:4][C:5]1[CH:11]=[CH:10][C:8](N)=[CH:7][CH:6]=1.Cl.N([O-])=O.[Na+].[CH-:19]1[CH:23]=[CH:22][CH:21]=[CH:20]1.[CH-:24]1[CH:28]=[CH:27][CH:26]=[CH:25]1.[Fe+2:29]. Product: [CH3:1][Si:2]([CH3:13])([CH3:12])[C:3]#[C:4][C:5]1[CH:11]=[CH:10][C:8]([C-:19]2[CH:23]=[CH:22][CH:21]=[CH:20]2)=[CH:7][CH:6]=1.[CH-:24]1[CH:28]=[CH:27][CH:26]=[CH:25]1.[Fe+2:29]. The catalyst class is: 226. (4) Reactant: [CH3:1][O:2][C:3]1[CH:8]=[CH:7][C:6]([O:9][C:10]2[CH:17]=[CH:16][C:15]([F:18])=[CH:14][C:11]=2[CH:12]=O)=[CH:5][CH:4]=1.[Li+].C[Si]([N-:24][Si](C)(C)C)(C)C.[C:29](Cl)(=[O:31])[CH3:30].Cl[Si:34]([CH3:37])([CH3:36])[CH3:35]. Product: [F:18][C:15]1[CH:16]=[CH:17][C:10]([O:9][C:6]2[CH:7]=[CH:8][C:3]([O:2][CH3:1])=[CH:4][CH:5]=2)=[C:11]([CH:12]=[N:24][C:29]([O:31][Si:34]([CH3:37])([CH3:36])[CH3:35])=[CH2:30])[CH:14]=1. The catalyst class is: 66. (5) Reactant: [NH2:1][C:2]1[CH:3]=[C:4]2[C:10]([C:11]3[CH:12]=[C:13]([NH:17][C@H:18]([C:22]([NH:24][CH2:25][C:26]([F:29])([F:28])[F:27])=[O:23])[CH:19]([CH3:21])[CH3:20])[CH:14]=[N:15][CH:16]=3)=[CH:9][N:8]([CH2:30][O:31][CH2:32][CH2:33][Si:34]([CH3:37])([CH3:36])[CH3:35])[C:5]2=[N:6][CH:7]=1.[C:38](OC(=O)C)(=[O:40])[CH3:39]. The catalyst class is: 202. Product: [C:38]([NH:1][C:2]1[CH:3]=[C:4]2[C:10]([C:11]3[CH:12]=[C:13]([NH:17][C@H:18]([C:22]([NH:24][CH2:25][C:26]([F:29])([F:28])[F:27])=[O:23])[CH:19]([CH3:21])[CH3:20])[CH:14]=[N:15][CH:16]=3)=[CH:9][N:8]([CH2:30][O:31][CH2:32][CH2:33][Si:34]([CH3:37])([CH3:36])[CH3:35])[C:5]2=[N:6][CH:7]=1)(=[O:40])[CH3:39].